Dataset: Catalyst prediction with 721,799 reactions and 888 catalyst types from USPTO. Task: Predict which catalyst facilitates the given reaction. (1) Reactant: [CH:1]1([CH2:4][O:5][C:6]2[CH:11]=[CH:10][C:9]([S:12]([CH2:15][CH3:16])(=[O:14])=[O:13])=[CH:8][C:7]=2[C:17]2[CH:18]=[C:19]([OH:25])[C:20](=[O:24])[N:21]([CH3:23])[CH:22]=2)[CH2:3][CH2:2]1.FC(F)(F)S(O[CH2:32][C:33]([F:36])([F:35])[F:34])(=O)=O.C([O-])([O-])=O.[Cs+].[Cs+]. Product: [CH:1]1([CH2:4][O:5][C:6]2[CH:11]=[CH:10][C:9]([S:12]([CH2:15][CH3:16])(=[O:14])=[O:13])=[CH:8][C:7]=2[C:17]2[CH:18]=[C:19]([O:25][CH2:32][C:33]([F:36])([F:35])[F:34])[C:20](=[O:24])[N:21]([CH3:23])[CH:22]=2)[CH2:3][CH2:2]1. The catalyst class is: 3. (2) Reactant: [C:1]([O:5][C:6](=[O:36])[NH:7][CH2:8][C:9]1[CH:14]=[CH:13][CH:12]=[C:11]([CH2:15][C@H:16]([O:32][CH:33]([CH3:35])[CH3:34])[C:17](N2[C@@H](CC3C=CC=CC=3)COC2=O)=[O:18])[CH:10]=1)([CH3:4])([CH3:3])[CH3:2].[OH:37]O.[OH-].[Li+].O. Product: [C:1]([O:5][C:6]([NH:7][CH2:8][C:9]1[CH:10]=[C:11]([CH2:15][C@H:16]([O:32][CH:33]([CH3:35])[CH3:34])[C:17]([OH:18])=[O:37])[CH:12]=[CH:13][CH:14]=1)=[O:36])([CH3:2])([CH3:3])[CH3:4]. The catalyst class is: 7. (3) Reactant: [CH3:1][O:2][C:3](=[O:35])[CH2:4][C@H:5]1[C:9]2[CH:10]=[CH:11][C:12]([O:14][C@H:15]3[C:23]4[C:18](=[C:19]([O:25][C:26]5[CH:31]=[CH:30][C:29](Br)=[CH:28][C:27]=5[C:33]#[N:34])[CH:20]=[CH:21][C:22]=4[F:24])[CH2:17][CH2:16]3)=[CH:13][C:8]=2[O:7][CH2:6]1.[CH3:36][C:37]([OH:41])([CH:39]=[CH2:40])[CH3:38].C(N(CC)CC)C. Product: [CH3:1][O:2][C:3](=[O:35])[CH2:4][C@H:5]1[C:9]2[CH:10]=[CH:11][C:12]([O:14][C@H:15]3[C:23]4[C:18](=[C:19]([O:25][C:26]5[CH:31]=[CH:30][C:29]([CH:40]=[CH:39][C:37]([OH:41])([CH3:38])[CH3:36])=[CH:28][C:27]=5[C:33]#[N:34])[CH:20]=[CH:21][C:22]=4[F:24])[CH2:17][CH2:16]3)=[CH:13][C:8]=2[O:7][CH2:6]1. The catalyst class is: 9.